This data is from Drug half-life prediction data from Obach et al.. The task is: Regression/Classification. Given a drug SMILES string, predict its absorption, distribution, metabolism, or excretion properties. Task type varies by dataset: regression for continuous measurements (e.g., permeability, clearance, half-life) or binary classification for categorical outcomes (e.g., BBB penetration, CYP inhibition). For this dataset (half_life_obach), we predict log10(half-life) (log10 of half-life in hours). The compound is CO/N=C(\C(=O)N[C@@H]1C(=O)N2C(C(=O)O)=CCS[C@H]12)c1csc(N)n1. The log10(half-life) is 0.180.